From a dataset of Full USPTO retrosynthesis dataset with 1.9M reactions from patents (1976-2016). Predict the reactants needed to synthesize the given product. Given the product [NH:9]1[C:10]2[C:15](=[CH:14][CH:13]=[CH:12][CH:11]=2)[CH:16]=[C:8]1[C:3]1[CH:4]=[CH:5][CH:6]=[CH:7][C:2]=1[NH:1][C:26](=[O:36])[C:27]1[C:28](=[CH:32][CH:33]=[CH:34][CH:35]=1)[C:29]([OH:31])=[O:30], predict the reactants needed to synthesize it. The reactants are: [NH2:1][C:2]1[CH:7]=[CH:6][CH:5]=[CH:4][C:3]=1[C:8]1[NH:9][C:10]2[C:15]([CH:16]=1)=[CH:14][CH:13]=[CH:12][CH:11]=2.CN(C1C=CC=CN=1)C.[C:26]1(=[O:36])[O:31][C:29](=[O:30])[C:28]2=[CH:32][CH:33]=[CH:34][CH:35]=[C:27]12.